From a dataset of Forward reaction prediction with 1.9M reactions from USPTO patents (1976-2016). Predict the product of the given reaction. (1) Given the reactants [N:1]1[CH:6]=[CH:5][CH:4]=[CH:3][C:2]=1[CH2:7][O:8][C:9]1[CH:18]=[C:17]([C:19]2[CH:20]=[C:21]([C:25](OCC)=[O:26])[CH:22]=[N:23][CH:24]=2)[C:16]2[CH2:15][CH2:14][CH2:13][CH2:12][C:11]=2[N:10]=1.C1COCC1.[BH4-].[Na+].C(=O)([O-])[O-].[K+].[K+], predict the reaction product. The product is: [N:1]1[CH:6]=[CH:5][CH:4]=[CH:3][C:2]=1[CH2:7][O:8][C:9]1[CH:18]=[C:17]([C:19]2[CH:20]=[C:21]([CH2:25][OH:26])[CH:22]=[N:23][CH:24]=2)[C:16]2[CH2:15][CH2:14][CH2:13][CH2:12][C:11]=2[N:10]=1. (2) Given the reactants [CH2:1]([O:3][C:4]([C:6]1[O:7][C:8]2[CH:15]=[CH:14][CH:13]=[C:12](OS(C(F)(F)F)(=O)=O)[C:9]=2[C:10]=1[CH3:11])=[O:5])[CH3:2].[CH:24]([Sn](CCCC)(CCCC)CCCC)=[CH2:25].[Cl-].[Li+], predict the reaction product. The product is: [CH2:1]([O:3][C:4]([C:6]1[O:7][C:8]2[CH:15]=[CH:14][CH:13]=[C:12]([CH:24]=[CH2:25])[C:9]=2[C:10]=1[CH3:11])=[O:5])[CH3:2].